From a dataset of Full USPTO retrosynthesis dataset with 1.9M reactions from patents (1976-2016). Predict the reactants needed to synthesize the given product. (1) Given the product [CH2:1]([O:3][C:4]([C:5]1[C:10]2[N:11]=[C:19]([C:18]3[CH:21]=[CH:22][C:15]([F:14])=[CH:16][C:17]=3[C:23]([F:25])([F:24])[F:26])[NH:12][C:9]=2[CH:8]=[N:7][CH:6]=1)=[O:13])[CH3:2], predict the reactants needed to synthesize it. The reactants are: [CH2:1]([O:3][C:4](=[O:13])[C:5]1[C:10]([NH2:11])=[C:9]([NH2:12])[CH:8]=[N:7][CH:6]=1)[CH3:2].[F:14][C:15]1[CH:22]=[CH:21][C:18]([CH:19]=O)=[C:17]([C:23]([F:26])([F:25])[F:24])[CH:16]=1. (2) Given the product [O:14]1[C:13]2[CH:12]=[CH:11][C:5]([CH:6]([OH:10])[CH2:7][OH:8])=[CH:4][C:3]=2[O:2][CH2:1]1, predict the reactants needed to synthesize it. The reactants are: [CH2:1]1[O:14][C:13]2[CH:12]=[CH:11][C:5]([CH:6]([OH:10])[C:7](O)=[O:8])=[CH:4][C:3]=2[O:2]1.[H-].[Al+3].[Li+].[H-].[H-].[H-]. (3) Given the product [CH3:1][NH:2][C:3]1[N:8]=[C:7]([CH2:9][CH2:10][O:12][C:13]2[CH:33]=[CH:32][C:16]3[CH2:17][C@@H:18]([CH2:28][C:29]([O:31][CH3:35])=[O:30])[C:19](=[O:27])[N:20]([CH2:22][C:23]([F:26])([F:24])[F:25])[CH2:21][C:15]=3[CH:14]=2)[CH:6]=[CH:5][CH:4]=1, predict the reactants needed to synthesize it. The reactants are: [CH3:1][NH:2][C:3]1[N:8]=[C:7]([CH:9](O)[CH3:10])[CH:6]=[CH:5][CH:4]=1.[OH:12][C:13]1[CH:33]=[CH:32][C:16]2[CH2:17][C@@H:18]([CH2:28][C:29]([O-:31])=[O:30])[C:19](=[O:27])[N:20]([CH2:22][C:23]([F:26])([F:25])[F:24])[CH2:21][C:15]=2[CH:14]=1.O[C:35]1C=CC2C[C@H](CC([O-])=O)C(=O)N(CC(F)(F)F)CC=2C=1. (4) Given the product [C:22]([O:21][C:20](=[O:26])[NH:19][C@@H:8]([CH2:1][C:2]1[CH:7]=[CH:6][CH:5]=[CH:4][CH:3]=1)[C:9](=[O:10])[NH:11][C:12]1[CH:17]=[CH:16][C:15]([C:35]2[CH:40]=[CH:39][N:38]=[CH:37][CH:36]=2)=[CH:14][CH:13]=1)([CH3:25])([CH3:24])[CH3:23], predict the reactants needed to synthesize it. The reactants are: [CH2:1]([C@H:8]([NH:19][C:20](=[O:26])[O:21][C:22]([CH3:25])([CH3:24])[CH3:23])[C:9]([NH:11][C:12]1[CH:17]=[CH:16][C:15](Br)=[CH:14][CH:13]=1)=[O:10])[C:2]1[CH:7]=[CH:6][CH:5]=[CH:4][CH:3]=1.CC1(C)C(C)(C)OB([C:35]2[CH:40]=[CH:39][N:38]=[CH:37][CH:36]=2)O1.P([O-])([O-])([O-])=O.[K+].[K+].[K+].O. (5) Given the product [ClH:31].[Cl:32][C:27]1[CH:26]=[C:25]([C@H:20]2[C:19]3[CH:33]=[CH:34][CH:35]=[CH:36][C:18]=3[C:17]3[N:16]=[C:15]([NH:14][C:11]4[CH:12]=[CH:13][CH:8]=[C:9]([CH2:48][CH2:47][N:44]5[CH2:45][CH2:46][N:41]([CH2:40][CH2:39][O:38][CH3:37])[CH2:42][CH2:43]5)[CH:10]=4)[N:24]=[CH:23][C:22]=3[CH2:21]2)[CH:30]=[CH:29][C:28]=1[Cl:31], predict the reactants needed to synthesize it. The reactants are: CS(OCC[C:8]1[CH:13]=[CH:12][C:11]([NH:14][C:15]2[N:24]=[CH:23][C:22]3[CH2:21][C@@H:20]([C:25]4[CH:30]=[CH:29][C:28]([Cl:31])=[C:27]([Cl:32])[CH:26]=4)[C:19]4[CH:33]=[CH:34][CH:35]=[CH:36][C:18]=4[C:17]=3[N:16]=2)=[CH:10][CH:9]=1)(=O)=O.[CH3:37][O:38][CH2:39][CH2:40][N:41]1[CH2:46][CH2:45][N:44]([CH2:47][CH2:48]N)[CH2:43][CH2:42]1. (6) Given the product [CH:1]1([C:4]2[N:9]=[CH:8][C:7]([C:10]3[N:15]=[CH:14][N:13]=[C:12]([C:16]([O:18][CH3:19])=[O:17])[CH:11]=3)=[CH:6][CH:5]=2)[CH2:2][CH2:3]1, predict the reactants needed to synthesize it. The reactants are: [CH:1]1([C:4]2[N:9]=[CH:8][C:7]([C:10]3[N:15]=[CH:14][N:13]=[C:12]([C:16]([OH:18])=[O:17])[CH:11]=3)=[CH:6][CH:5]=2)[CH2:3][CH2:2]1.[CH3:19]O.OS(O)(=O)=O.